Dataset: Catalyst prediction with 721,799 reactions and 888 catalyst types from USPTO. Task: Predict which catalyst facilitates the given reaction. (1) Reactant: [F:1][C:2]1[CH:9]=[CH:8][C:5]([CH2:6][NH2:7])=[CH:4][CH:3]=1.[C:10](Cl)(=[O:20])[C:11]1[CH:19]=[CH:18][CH:17]=[C:13]([C:14](Cl)=[O:15])[CH:12]=1. Product: [F:1][C:2]1[CH:9]=[CH:8][C:5]([CH2:6][NH:7][C:10](=[O:20])[C:11]2[CH:19]=[CH:18][CH:17]=[C:13]([C:14]([NH:7][CH2:6][C:5]3[CH:8]=[CH:9][C:2]([F:1])=[CH:3][CH:4]=3)=[O:15])[CH:12]=2)=[CH:4][CH:3]=1. The catalyst class is: 11. (2) Reactant: [C:1]([O:5][C:6](=[O:20])[CH2:7][CH:8]([CH2:12][C:13]1[CH:18]=[CH:17][C:16]([Cl:19])=[CH:15][CH:14]=1)[C:9]([OH:11])=O)([CH3:4])([CH3:3])[CH3:2].[F:21][C:22]1[NH:27][C:26](=[N:28][NH2:29])[CH:25]=[C:24]([C:30]2[CH:35]=[CH:34][N:33]=[C:32]([NH:36][C:37]3[N:38]([CH3:42])[N:39]=[CH:40][CH:41]=3)[N:31]=2)[CH:23]=1.CN(C(ON1N=NC2C=CC=NC1=2)=[N+](C)C)C.F[P-](F)(F)(F)(F)F. Product: [Cl:19][C:16]1[CH:17]=[CH:18][C:13]([CH2:12][CH:8]([C:9]([NH:29]/[N:28]=[C:26]2\[NH:27][C:22]([F:21])=[CH:23][C:24]([C:30]3[CH:35]=[CH:34][N:33]=[C:32]([NH:36][C:37]4[N:38]([CH3:42])[N:39]=[CH:40][CH:41]=4)[N:31]=3)=[CH:25]\2)=[O:11])[CH2:7][C:6]([O:5][C:1]([CH3:2])([CH3:3])[CH3:4])=[O:20])=[CH:14][CH:15]=1. The catalyst class is: 3.